Dataset: Full USPTO retrosynthesis dataset with 1.9M reactions from patents (1976-2016). Task: Predict the reactants needed to synthesize the given product. (1) Given the product [CH3:20][C:15]1([CH3:21])[C:16]([CH3:19])([CH3:18])[O:17][B:13]([C:2]2[CH:7]=[CH:6][C:5]([C:8]3[NH:9][CH:10]=[CH:11][N:12]=3)=[CH:4][CH:3]=2)[O:14]1, predict the reactants needed to synthesize it. The reactants are: Br[C:2]1[CH:7]=[CH:6][C:5]([C:8]2[NH:9][CH:10]=[CH:11][N:12]=2)=[CH:4][CH:3]=1.[B:13]1([B:13]2[O:17][C:16]([CH3:19])([CH3:18])[C:15]([CH3:21])([CH3:20])[O:14]2)[O:17][C:16]([CH3:19])([CH3:18])[C:15]([CH3:21])([CH3:20])[O:14]1.CC([O-])=O.[K+].CCOC(C)=O. (2) Given the product [Cl:1][C:2]1[CH:3]=[CH:4][C:5]([O:9][C:10]2[CH:15]=[CH:14][CH:13]=[CH:12][CH:11]=2)=[C:6]([NH:8][C:17]2[C:18]3[C:23](=[N:22][C:21]([C:27]([F:30])([F:29])[F:28])=[CH:20][CH:19]=3)[N:24]=[CH:25][CH:26]=2)[CH:7]=1, predict the reactants needed to synthesize it. The reactants are: [Cl:1][C:2]1[CH:3]=[CH:4][C:5]([O:9][C:10]2[CH:15]=[CH:14][CH:13]=[CH:12][CH:11]=2)=[C:6]([NH2:8])[CH:7]=1.Cl[C:17]1[CH:26]=[CH:25][N:24]=[C:23]2[C:18]=1[CH:19]=[CH:20][C:21]([C:27]([F:30])([F:29])[F:28])=[N:22]2. (3) Given the product [CH2:18]([N:20]([CH2:21][CH3:22])[C:5]([CH3:7])([CH3:6])[C:3]([C:8]1[CH:13]=[CH:12][C:11]([S:14]([CH3:17])(=[O:16])=[O:15])=[CH:10][CH:9]=1)=[O:4])[CH3:19], predict the reactants needed to synthesize it. The reactants are: CO[C:3]1([C:8]2[CH:13]=[CH:12][C:11]([S:14]([CH3:17])(=[O:16])=[O:15])=[CH:10][CH:9]=2)[C:5]([CH3:7])([CH3:6])[O:4]1.[CH2:18]([NH:20][CH2:21][CH3:22])[CH3:19].CSC1C=CC(C(C2(N3CCCC3)CCCCC2)=O)=CC=1. (4) Given the product [NH2:40][C:2]1[S:6][C:5]([S:7]([N:10]2[CH2:15][CH2:14][N:13]([C:16]3[N:21]=[CH:20][C:19]([C:22]([OH:31])([C:27]([F:30])([F:29])[F:28])[C:23]([F:26])([F:25])[F:24])=[CH:18][N:17]=3)[C@@H:12]([CH3:32])[CH2:11]2)(=[O:9])=[O:8])=[CH:4][CH:3]=1, predict the reactants needed to synthesize it. The reactants are: Br[C:2]1[S:6][C:5]([S:7]([N:10]2[CH2:15][CH2:14][N:13]([C:16]3[N:21]=[CH:20][C:19]([C:22]([OH:31])([C:27]([F:30])([F:29])[F:28])[C:23]([F:26])([F:25])[F:24])=[CH:18][N:17]=3)[C@@H:12]([CH3:32])[CH2:11]2)(=[O:9])=[O:8])=[CH:4][CH:3]=1.C1(C(C2C=CC=CC=2)=[NH:40])C=CC=CC=1.CC(C)([O-])C.[Na+].C1(P(C2C=CC=CC=2)C2C=CC3C(=CC=CC=3)C=2C2C3C(=CC=CC=3)C=CC=2P(C2C=CC=CC=2)C2C=CC=CC=2)C=CC=CC=1.Cl.[OH-].[Na+].